From a dataset of Reaction yield outcomes from USPTO patents with 853,638 reactions. Predict the reaction yield, written as a fraction of the theoretical maximum amount of product (1.0 means a 100% yield; for example, 0.34 means a 34% yield). (1) The reactants are Cl[C:2]1[N:7]2[N:8]=[C:9](C)[CH:10]=[C:6]2[N:5]=[C:4]([NH:12][C:13](=[O:24])[C:14]2[CH:19]=[CH:18][C:17]([C:20]([OH:23])([CH3:22])[CH3:21])=[CH:16][CH:15]=2)[CH:3]=1.[O:25]1[C:29]2[CH:30]=[CH:31][CH:32]=[C:33](B(O)O)[C:28]=2[O:27][CH2:26]1.O1CCOCC1. The catalyst is CO.C1C=CC(P(C2C=CC=CC=2)[C-]2C=CC=C2)=CC=1.C1C=CC(P(C2C=CC=CC=2)[C-]2C=CC=C2)=CC=1.Cl[Pd]Cl.[Fe+2]. The product is [O:25]1[C:29]2[CH:30]=[CH:31][CH:32]=[C:33]([C:2]3[N:7]4[N:8]=[CH:9][CH:10]=[C:6]4[N:5]=[C:4]([NH:12][C:13](=[O:24])[C:14]4[CH:19]=[CH:18][C:17]([C:20]([OH:23])([CH3:21])[CH3:22])=[CH:16][CH:15]=4)[CH:3]=3)[C:28]=2[O:27][CH2:26]1. The yield is 0.0400. (2) The reactants are F[C:2]1[CH:9]=[CH:8][C:5]([CH:6]=[O:7])=[CH:4][CH:3]=1.C([O-])([O-])=O.[K+].[K+].[NH:16]1[CH:20]=[N:19][CH:18]=[N:17]1. The catalyst is CN(C=O)C.O. The product is [N:16]1([C:2]2[CH:9]=[CH:8][C:5]([CH:6]=[O:7])=[CH:4][CH:3]=2)[CH:20]=[N:19][CH:18]=[N:17]1. The yield is 0.650. (3) The reactants are [Br:1][C:2]1[CH:3]=[C:4]2[C:8](=[CH:9][CH:10]=1)[C:7](=[O:11])[CH2:6][CH2:5]2.[BH4-].[Na+]. The catalyst is CCO. The product is [Br:1][C:2]1[CH:3]=[C:4]2[C:8](=[CH:9][CH:10]=1)[CH:7]([OH:11])[CH2:6][CH2:5]2. The yield is 1.00. (4) The reactants are [Cl:1]N1C(=O)CCC1=O.[NH2:9][C:10]1[N:11]=[C:12]([O:33][CH3:34])[C:13]2[CH:18]=[CH:17][N:16]([C@@H:19]3[O:27][C@H:26]([CH2:28][O:29][C:30](=[O:32])[CH3:31])[C@@H:21]([O:22][C:23](=[O:25])[CH3:24])[CH2:20]3)[C:14]=2[N:15]=1. The catalyst is ClCCl. The product is [NH2:9][C:10]1[N:11]=[C:12]([O:33][CH3:34])[C:13]2[CH:18]=[C:17]([Cl:1])[N:16]([C@@H:19]3[O:27][C@H:26]([CH2:28][O:29][C:30](=[O:32])[CH3:31])[C@@H:21]([O:22][C:23](=[O:25])[CH3:24])[CH2:20]3)[C:14]=2[N:15]=1. The yield is 0.540.